Dataset: Reaction yield outcomes from USPTO patents with 853,638 reactions. Task: Predict the reaction yield, written as a fraction of the theoretical maximum amount of product (1.0 means a 100% yield; for example, 0.34 means a 34% yield). The reactants are [O:1]1[C:5]2[CH:6]=[CH:7][C:8]([C:10]3([C:13]([OH:15])=O)[CH2:12][CH2:11]3)=[CH:9][C:4]=2[O:3][CH2:2]1.CN(C(ON1N=NC2C=CC=CC1=2)=[N+](C)C)C.F[P-](F)(F)(F)(F)F.CCN(CC)CC.[NH2:47][C:48]1[CH:49]=[C:50]2[C:54](=[CH:55][CH:56]=1)[NH:53][C:52]([CH:57]([CH3:63])[C:58]([O:60][CH2:61][CH3:62])=[O:59])=[CH:51]2. The catalyst is C(#N)C. The product is [O:1]1[C:5]2[CH:6]=[CH:7][C:8]([C:10]3([C:13]([NH:47][C:48]4[CH:49]=[C:50]5[C:54](=[CH:55][CH:56]=4)[NH:53][C:52]([CH:57]([CH3:63])[C:58]([O:60][CH2:61][CH3:62])=[O:59])=[CH:51]5)=[O:15])[CH2:11][CH2:12]3)=[CH:9][C:4]=2[O:3][CH2:2]1. The yield is 0.500.